This data is from Full USPTO retrosynthesis dataset with 1.9M reactions from patents (1976-2016). The task is: Predict the reactants needed to synthesize the given product. (1) Given the product [CH2:1]([C@@H:5]1[CH2:9][O:8][C:7](=[O:10])[CH2:6]1)[CH:2]([CH3:4])[CH3:3], predict the reactants needed to synthesize it. The reactants are: [CH2:1]([C@@H:5]1[CH2:9][O:8][C:7](=[O:10])[CH:6]1C(OCC)=O)[CH:2]([CH3:4])[CH3:3].[Li+].[Cl-].O. (2) Given the product [O:1]1[C:5]2[CH:6]=[CH:7][C:8]([C:10]3[O:14][C:13]([S:15][CH2:22][C:21]4[CH:24]=[CH:25][C:18]([O:17][CH3:16])=[CH:19][CH:20]=4)=[N:12][N:11]=3)=[CH:9][C:4]=2[CH2:3][CH2:2]1, predict the reactants needed to synthesize it. The reactants are: [O:1]1[C:5]2[CH:6]=[CH:7][C:8]([C:10]3[O:14][C:13]([SH:15])=[N:12][N:11]=3)=[CH:9][C:4]=2[CH2:3][CH2:2]1.[CH3:16][O:17][C:18]1[CH:25]=[CH:24][C:21]([CH2:22]Cl)=[CH:20][CH:19]=1.